The task is: Regression. Given two drug SMILES strings and cell line genomic features, predict the synergy score measuring deviation from expected non-interaction effect.. This data is from NCI-60 drug combinations with 297,098 pairs across 59 cell lines. (1) Drug 2: CS(=O)(=O)CCNCC1=CC=C(O1)C2=CC3=C(C=C2)N=CN=C3NC4=CC(=C(C=C4)OCC5=CC(=CC=C5)F)Cl. Cell line: ACHN. Drug 1: COC1=CC(=CC(=C1O)OC)C2C3C(COC3=O)C(C4=CC5=C(C=C24)OCO5)OC6C(C(C7C(O6)COC(O7)C8=CC=CS8)O)O. Synergy scores: CSS=64.7, Synergy_ZIP=2.42, Synergy_Bliss=3.82, Synergy_Loewe=-14.2, Synergy_HSA=6.64. (2) Drug 1: CN(C)C1=NC(=NC(=N1)N(C)C)N(C)C. Drug 2: C#CCC(CC1=CN=C2C(=N1)C(=NC(=N2)N)N)C3=CC=C(C=C3)C(=O)NC(CCC(=O)O)C(=O)O. Cell line: UACC62. Synergy scores: CSS=3.21, Synergy_ZIP=0.0641, Synergy_Bliss=1.85, Synergy_Loewe=-47.9, Synergy_HSA=1.15.